Predict the product of the given reaction. From a dataset of Forward reaction prediction with 1.9M reactions from USPTO patents (1976-2016). (1) Given the reactants C(OC([N:8]1[CH2:14][CH2:13][C:12]2[C:15]([CH2:20][S:21][C:22]3[NH:23][C:24]([CH3:27])=[N:25][CH:26]=3)=[C:16]([Cl:19])[CH:17]=[CH:18][C:11]=2[CH2:10][CH2:9]1)=O)(C)(C)C, predict the reaction product. The product is: [Cl:19][C:16]1[CH:17]=[CH:18][C:11]2[CH2:10][CH2:9][NH:8][CH2:14][CH2:13][C:12]=2[C:15]=1[CH2:20][S:21][C:22]1[NH:23][C:24]([CH3:27])=[N:25][CH:26]=1. (2) Given the reactants [C:1]([C:5]1[CH:10]=[CH:9][C:8]([N:11]2[CH2:15][CH2:14][N:13]([C:16]3[CH:21]=[CH:20][C:19]([CH2:22][OH:23])=[CH:18][CH:17]=3)[C:12]2=[O:24])=[CH:7][CH:6]=1)([CH3:4])([CH3:3])[CH3:2].C[N+]1([O-])CCOCC1.C([N+](CCC)(CCC)CCC)CC, predict the reaction product. The product is: [C:1]([C:5]1[CH:6]=[CH:7][C:8]([N:11]2[CH2:15][CH2:14][N:13]([C:16]3[CH:17]=[CH:18][C:19]([CH:22]=[O:23])=[CH:20][CH:21]=3)[C:12]2=[O:24])=[CH:9][CH:10]=1)([CH3:4])([CH3:2])[CH3:3]. (3) Given the reactants [C:1]([O:5][C:6]([N:8]1[CH2:12][CH2:11][CH2:10][CH:9]1[CH2:13][O:14][C:15]1[CH:20]=[CH:19][C:18]([O:21]CC2C=CC=CC=2)=[CH:17][CH:16]=1)=[O:7])([CH3:4])([CH3:3])[CH3:2].CCO, predict the reaction product. The product is: [C:1]([O:5][C:6]([N:8]1[CH2:12][CH2:11][CH2:10][CH:9]1[CH2:13][O:14][C:15]1[CH:20]=[CH:19][C:18]([OH:21])=[CH:17][CH:16]=1)=[O:7])([CH3:4])([CH3:2])[CH3:3]. (4) Given the reactants Cl[C:2]1[CH:7]=[CH:6][C:5]([S:8]([NH2:11])(=[O:10])=[O:9])=[CH:4][C:3]=1[N+]([O-])=O.[O:15]1[CH2:20][CH2:19][CH:18]([CH2:21][NH2:22])[CH2:17][CH2:16]1.[ClH:23].Cl.CN1CCN(N)CC1.CCN(C(C)C)C(C)C, predict the reaction product. The product is: [Cl:23][C:3]1[CH:4]=[C:5]([S:8]([NH2:11])(=[O:10])=[O:9])[CH:6]=[CH:7][C:2]=1[NH:22][CH2:21][CH:18]1[CH2:19][CH2:20][O:15][CH2:16][CH2:17]1. (5) Given the reactants [C:1]([N:9]=[C:10]=[S:11])(=[O:8])[C:2]1[CH:7]=[CH:6][CH:5]=[CH:4][CH:3]=1.[NH2:12][C@@:13]1([C:30]2[CH:35]=[C:34]([Br:36])[CH:33]=[CH:32][C:31]=2[F:37])[CH2:18][O:17][C@@H:16]([CH2:19][O:20][CH2:21][C:22]2[CH:27]=[CH:26][CH:25]=[CH:24][CH:23]=2)[CH2:15][C@H:14]1[CH2:28][OH:29], predict the reaction product. The product is: [CH2:21]([O:20][CH2:19][C@@H:16]1[O:17][CH2:18][C@@:13]([NH:12][C:10]([NH:9][C:1](=[O:8])[C:2]2[CH:7]=[CH:6][CH:5]=[CH:4][CH:3]=2)=[S:11])([C:30]2[CH:35]=[C:34]([Br:36])[CH:33]=[CH:32][C:31]=2[F:37])[C@H:14]([CH2:28][OH:29])[CH2:15]1)[C:22]1[CH:27]=[CH:26][CH:25]=[CH:24][CH:23]=1.